From a dataset of Catalyst prediction with 721,799 reactions and 888 catalyst types from USPTO. Predict which catalyst facilitates the given reaction. (1) Reactant: [Br:1][C:2]1[CH:26]=[CH:25][C:5]([NH:6][C:7]2[S:8][C:9]3[CH2:23][CH2:22][C:12]4[N:13]=[C:14]([NH:16][C:17]([NH:19][CH2:20][CH3:21])=[O:18])[S:15][C:11]=4[C:10]=3[N:24]=2)=[CH:4][CH:3]=1.C(C1C(=O)C(Cl)=C(Cl)C(=O)C=1C#N)#N. Product: [Br:1][C:2]1[CH:3]=[CH:4][C:5]([NH:6][C:7]2[S:8][C:9]3[CH:23]=[CH:22][C:12]4[N:13]=[C:14]([NH:16][C:17]([NH:19][CH2:20][CH3:21])=[O:18])[S:15][C:11]=4[C:10]=3[N:24]=2)=[CH:25][CH:26]=1. The catalyst class is: 11. (2) Reactant: FC(F)(F)C([O-])=O.FC1C=CC(CC2N3C=C(C)C=C3C(=O)NC=2)=CC=1C(N1CCC[NH2+]CC1)=O.[F:36][C:37]1[CH:45]=[CH:44][C:43]([CH2:46][C:47]2[N:52]3[CH:53]=[C:54]([CH3:56])[CH:55]=[C:51]3[C:50](=[O:57])[NH:49][CH:48]=2)=[CH:42][C:38]=1[C:39]([OH:41])=[O:40].[Cl:58]N1C(=O)CCC1=O. Product: [Cl:58][C:53]1[N:52]2[C:47]([CH2:46][C:43]3[CH:44]=[CH:45][C:37]([F:36])=[C:38]([CH:42]=3)[C:39]([OH:41])=[O:40])=[CH:48][NH:49][C:50](=[O:57])[C:51]2=[CH:55][C:54]=1[CH3:56]. The catalyst class is: 1.